Predict which catalyst facilitates the given reaction. From a dataset of Catalyst prediction with 721,799 reactions and 888 catalyst types from USPTO. (1) Reactant: [C:1]1([CH2:7][C:8]([C:10]2[CH:14]=[CH:13][S:12][CH:11]=2)=O)[CH:6]=[CH:5][CH:4]=[CH:3][CH:2]=1.[CH2:15]([O:17][C:18]1[CH:19]=[C:20]([CH:23]=[C:24]([N+:27]([O-:29])=[O:28])[C:25]=1[OH:26])[CH:21]=O)[CH3:16].[NH2:30][C:31]([NH2:33])=[O:32].Cl. Product: [CH2:15]([O:17][C:18]1[CH:19]=[C:20]([CH:21]2[C:7]([C:1]3[CH:6]=[CH:5][CH:4]=[CH:3][CH:2]=3)=[C:8]([C:10]3[CH:14]=[CH:13][S:12][CH:11]=3)[NH:33][C:31](=[O:32])[NH:30]2)[CH:23]=[C:24]([N+:27]([O-:29])=[O:28])[C:25]=1[OH:26])[CH3:16]. The catalyst class is: 88. (2) Reactant: [Br:1][C:2]1[CH:3]=[C:4]([CH:13]=[CH:14][CH:15]=1)[CH2:5][C:6]1[O:10][C:9]([CH2:11][OH:12])=[CH:8][CH:7]=1.CC(OI1(OC(C)=O)(OC(C)=O)OC(=O)C2C=CC=CC1=2)=O. Product: [Br:1][C:2]1[CH:3]=[C:4]([CH:13]=[CH:14][CH:15]=1)[CH2:5][C:6]1[O:10][C:9]([CH:11]=[O:12])=[CH:8][CH:7]=1. The catalyst class is: 2. (3) Reactant: [CH2:1]([C:5]1[N:6]([CH2:19][CH2:20][O:21][CH2:22][CH2:23][NH:24][C:25](=[O:31])[O:26][C:27]([CH3:30])([CH3:29])[CH3:28])[C:7]2[C:16]3[CH:15]=[CH:14][CH:13]=[CH:12][C:11]=3[N+:10]([O-])=[CH:9][C:8]=2[N:18]=1)[CH2:2][CH2:3][CH3:4].[NH4+:32].[OH-].C1(C)C=CC(S(Cl)(=O)=O)=CC=1.C(Cl)Cl. Product: [NH2:32][C:9]1[C:8]2[N:18]=[C:5]([CH2:1][CH2:2][CH2:3][CH3:4])[N:6]([CH2:19][CH2:20][O:21][CH2:22][CH2:23][NH:24][C:25](=[O:31])[O:26][C:27]([CH3:30])([CH3:29])[CH3:28])[C:7]=2[C:16]2[CH:15]=[CH:14][CH:13]=[CH:12][C:11]=2[N:10]=1. The catalyst class is: 26. (4) Reactant: [CH3:1][O:2][C:3]1[CH:8]=[CH:7][CH:6]=[CH:5][C:4]=1[SH:9].C(=O)([O-])[O-].[K+].[K+].[C:16]([C:18]1[CH:19]=[C:20]([S:25]([N:28]([CH2:34][C:35]2[CH:40]=[CH:39][C:38]([O:41][CH3:42])=[CH:37][C:36]=2[O:43][CH3:44])[C:29]2[S:33][N:32]=[CH:31][N:30]=2)(=[O:27])=[O:26])[CH:21]=[CH:22][C:23]=1F)#[N:17]. Product: [C:16]([C:18]1[CH:19]=[C:20]([S:25]([N:28]([CH2:34][C:35]2[CH:40]=[CH:39][C:38]([O:41][CH3:42])=[CH:37][C:36]=2[O:43][CH3:44])[C:29]2[S:33][N:32]=[CH:31][N:30]=2)(=[O:27])=[O:26])[CH:21]=[CH:22][C:23]=1[S:9][C:4]1[CH:5]=[CH:6][CH:7]=[CH:8][C:3]=1[O:2][CH3:1])#[N:17]. The catalyst class is: 80. (5) Reactant: [CH3:1][Si:2]([CH3:41])([CH3:40])[CH2:3][CH2:4][O:5][CH2:6][N:7]([CH2:32][O:33][CH2:34][CH2:35][Si:36]([CH3:39])([CH3:38])[CH3:37])[C:8]1[N:13]2[N:14]=[CH:15][CH:16]=[C:12]2[N:11]=[C:10]([CH:17]2[CH2:23][CH:22]3[N:24]([C:25]([O:27][C:28]([CH3:31])([CH3:30])[CH3:29])=[O:26])[CH:19]([CH2:20][CH2:21]3)[CH2:18]2)[CH:9]=1.[I:42]N1C(=O)CCC1=O. Product: [CH3:39][Si:36]([CH3:38])([CH3:37])[CH2:35][CH2:34][O:33][CH2:32][N:7]([CH2:6][O:5][CH2:4][CH2:3][Si:2]([CH3:1])([CH3:40])[CH3:41])[C:8]1[N:13]2[N:14]=[CH:15][C:16]([I:42])=[C:12]2[N:11]=[C:10]([CH:17]2[CH2:23][CH:22]3[N:24]([C:25]([O:27][C:28]([CH3:31])([CH3:30])[CH3:29])=[O:26])[CH:19]([CH2:20][CH2:21]3)[CH2:18]2)[CH:9]=1. The catalyst class is: 496. (6) Reactant: [C:1]([O:5][C:6]([N:8]1[CH2:13][CH2:12][CH:11]([NH:14][CH2:15][C:16]2[C:21]([CH3:22])=[CH:20][C:19]([CH3:23])=[CH:18][N:17]=2)[CH2:10][CH2:9]1)=[O:7])([CH3:4])([CH3:3])[CH3:2].[Cl:24][C:25]1[CH:30]=[CH:29][C:28]([C:31]([C:34]2[C:35]([CH:40]=O)=[N:36][CH:37]=[CH:38][CH:39]=2)([CH3:33])[CH3:32])=[CH:27][CH:26]=1.[BH-](OC(C)=O)(OC(C)=O)OC(C)=O.[Na+]. Product: [C:1]([O:5][C:6]([N:8]1[CH2:13][CH2:12][CH:11]([N:14]([CH2:40][C:35]2[C:34]([C:31]([C:28]3[CH:27]=[CH:26][C:25]([Cl:24])=[CH:30][CH:29]=3)([CH3:33])[CH3:32])=[CH:39][CH:38]=[CH:37][N:36]=2)[CH2:15][C:16]2[C:21]([CH3:22])=[CH:20][C:19]([CH3:23])=[CH:18][N:17]=2)[CH2:10][CH2:9]1)=[O:7])([CH3:4])([CH3:3])[CH3:2]. The catalyst class is: 2.